This data is from Forward reaction prediction with 1.9M reactions from USPTO patents (1976-2016). The task is: Predict the product of the given reaction. (1) Given the reactants [OH:1][C:2]1[C:11]2[C:6](=[C:7]([N+:19]([O-])=O)[CH:8]=[C:9]([CH2:12][N:13]3[CH2:18][CH2:17][O:16][CH2:15][CH2:14]3)[CH:10]=2)[N:5]=[CH:4][C:3]=1[C:22]([O:24][CH2:25][CH3:26])=[O:23].[H][H], predict the reaction product. The product is: [NH2:19][C:7]1[CH:8]=[C:9]([CH2:12][N:13]2[CH2:14][CH2:15][O:16][CH2:17][CH2:18]2)[CH:10]=[C:11]2[C:6]=1[N:5]=[CH:4][C:3]([C:22]([O:24][CH2:25][CH3:26])=[O:23])=[C:2]2[OH:1]. (2) Given the reactants [NH2:1][C:2]1[CH:3]=[C:4]([C:8]2[N:9]=[C:10]([CH2:13][N:14]3[CH:18]=[C:17]([C:19]([O:21][CH2:22][CH3:23])=[O:20])[CH:16]=[N:15]3)[S:11][CH:12]=2)[CH:5]=[CH:6][CH:7]=1.C(N(CC)CC)C.[C:31]([O:34][CH2:35][C:36](Cl)=[O:37])(=[O:33])[CH3:32], predict the reaction product. The product is: [C:31]([O:34][CH2:35][C:36]([NH:1][C:2]1[CH:3]=[C:4]([C:8]2[N:9]=[C:10]([CH2:13][N:14]3[CH:18]=[C:17]([C:19]([O:21][CH2:22][CH3:23])=[O:20])[CH:16]=[N:15]3)[S:11][CH:12]=2)[CH:5]=[CH:6][CH:7]=1)=[O:37])(=[O:33])[CH3:32]. (3) Given the reactants [C:1]1([CH3:17])[CH:6]=[CH:5][C:4]([C:7]2[C:12]([C:13]([F:16])([F:15])[F:14])=[CH:11][CH:10]=[CH:9][N:8]=2)=[CH:3][CH:2]=1.[N+:18]([O-])([OH:20])=[O:19], predict the reaction product. The product is: [CH3:17][C:1]1[CH:2]=[CH:3][C:4]([C:7]2[C:12]([C:13]([F:16])([F:14])[F:15])=[CH:11][CH:10]=[CH:9][N:8]=2)=[CH:5][C:6]=1[N+:18]([O-:20])=[O:19]. (4) The product is: [CH3:39][O:38][CH2:37][C:32]1[N:33]([CH2:34][CH2:35][CH3:36])[C:23]2[C:22]3[CH:21]=[C:20]([O:19][CH2:9][CH:10]4[CH2:15][CH2:14][CH2:13][N:12]([CH3:16])[CH2:11]4)[CH:29]=[CH:28][C:27]=3[N:26]=[C:25]([NH2:30])[C:24]=2[N:31]=1. Given the reactants C(=O)([O-])[O-].[K+].[K+].Cl.Cl[CH2:9][CH:10]1[CH2:15][CH2:14][CH2:13][N:12]([CH3:16])[CH2:11]1.[I-].[Na+].[OH:19][C:20]1[CH:29]=[CH:28][C:27]2[N:26]=[C:25]([NH2:30])[C:24]3[N:31]=[C:32]([CH2:37][O:38][CH3:39])[N:33]([CH2:34][CH2:35][CH3:36])[C:23]=3[C:22]=2[CH:21]=1, predict the reaction product.